This data is from Full USPTO retrosynthesis dataset with 1.9M reactions from patents (1976-2016). The task is: Predict the reactants needed to synthesize the given product. Given the product [O:15]1[CH:19]=[CH:18][CH:17]=[C:16]1[C:20]([N:6]1[CH:7]([C:24]2[NH:23][CH:27]=[CH:26][CH:25]=2)[C:8]2[C:13](=[CH:12][CH:11]=[CH:10][CH:9]=2)[C:14]2[CH:1]=[CH:2][CH:3]=[CH:4][C:5]1=2)=[O:21], predict the reactants needed to synthesize it. The reactants are: [CH:1]1[C:14]2[C:5](=[N:6][CH:7]=[C:8]3[C:13]=2[CH:12]=[CH:11][CH:10]=[CH:9]3)[CH:4]=[CH:3][CH:2]=1.[O:15]1[CH:19]=[CH:18][CH:17]=[C:16]1[C:20](Cl)=[O:21].[NH:23]1[CH:27]=[CH:26][CH:25]=[CH:24]1.